This data is from Forward reaction prediction with 1.9M reactions from USPTO patents (1976-2016). The task is: Predict the product of the given reaction. (1) Given the reactants [CH2:1]([O:8][C:9]1[CH:14]=[N:13][C:12](Br)=[CH:11][N:10]=1)[C:2]1[CH:7]=[CH:6][CH:5]=[CH:4][CH:3]=1.C([Sn](CCCC)(CCCC)[C:21]([O:23][CH2:24][CH3:25])=[CH2:22])CCC, predict the reaction product. The product is: [CH2:1]([O:8][C:9]1[CH:14]=[N:13][C:12]([C:21]([O:23][CH2:24][CH3:25])=[CH2:22])=[CH:11][N:10]=1)[C:2]1[CH:7]=[CH:6][CH:5]=[CH:4][CH:3]=1. (2) Given the reactants C(OC(N=NC(OC(C)C)=O)=O)(C)C.C1(P(C2C=CC=CC=2)C2C=CC=CC=2)C=CC=CC=1.[CH:34]([S:37][C:38]1[N:42]([C:43]2[CH:53]=[CH:52][C:46]([O:47][CH2:48][CH2:49][CH2:50][OH:51])=[CH:45][CH:44]=2)[N:41]=[N:40][N:39]=1)([CH3:36])[CH3:35].[Cl:54][C:55]1[CH:56]=[C:57]([O:63][C:64](=[O:71])[C:65]2[CH:70]=[CH:69][CH:68]=[CH:67][CH:66]=2)[CH:58]=[C:59]([Cl:62])[C:60]=1O, predict the reaction product. The product is: [Cl:54][C:55]1[CH:56]=[C:57]([O:63][C:64](=[O:71])[C:65]2[CH:70]=[CH:69][CH:68]=[CH:67][CH:66]=2)[CH:58]=[C:59]([Cl:62])[C:60]=1[O:51][CH2:50][CH2:49][CH2:48][O:47][C:46]1[CH:52]=[CH:53][C:43]([N:42]2[C:38]([S:37][CH:34]([CH3:36])[CH3:35])=[N:39][N:40]=[N:41]2)=[CH:44][CH:45]=1. (3) Given the reactants [N:1]([C:4]1[CH:9]=[CH:8][CH:7]=[C:6]([C:10]([F:13])([F:12])[F:11])[CH:5]=1)=[C:2]=[O:3].[CH3:14][C:15]1[CH:21]=[CH:20][C:18]([NH2:19])=[CH:17][C:16]=1[C:22]1[CH:23]=[C:24]2[C:28](=[CH:29][CH:30]=1)[NH:27][C:26]1[N:31]=[CH:32][N:33]=[CH:34][C:25]2=1.CCN(C(C)C)C(C)C, predict the reaction product. The product is: [CH3:14][C:15]1[CH:21]=[CH:20][C:18]([NH:19][C:2]([NH:1][C:4]2[CH:9]=[CH:8][CH:7]=[C:6]([C:10]([F:11])([F:12])[F:13])[CH:5]=2)=[O:3])=[CH:17][C:16]=1[C:22]1[CH:23]=[C:24]2[C:28](=[CH:29][CH:30]=1)[NH:27][C:26]1[N:31]=[CH:32][N:33]=[CH:34][C:25]2=1. (4) Given the reactants [CH3:1][O:2][C:3](=[O:33])[CH2:4][CH2:5][CH2:6][CH2:7][CH2:8][CH:9]1[O:28][CH2:27][CH:26]=[CH:25][C:24]2[CH:29]=[C:20]([CH:21]=[C:22]([O:30][CH3:31])[CH:23]=2)[CH2:19][O:18][C:17]2[CH:16]=[CH:15][CH:14]=[CH:13][C:12]=2[NH:11][C:10]1=[O:32].C(N)CCC, predict the reaction product. The product is: [CH3:1][O:2][C:3](=[O:33])[CH2:4][CH2:5][CH2:6][CH2:7][CH2:8][CH:9]1[O:28][CH2:27][CH2:26][CH2:25][C:24]2[CH:29]=[C:20]([CH:21]=[C:22]([O:30][CH3:31])[CH:23]=2)[CH2:19][O:18][C:17]2[CH:16]=[CH:15][CH:14]=[CH:13][C:12]=2[NH:11][C:10]1=[O:32]. (5) Given the reactants Br[CH2:2][C:3]1[NH:8][C:7]([C:9]2[S:10][CH:11]=[CH:12][N:13]=2)=[N:6][CH:5]([C:14]2[CH:19]=[CH:18][C:17]([F:20])=[CH:16][C:15]=2[Cl:21])[C:4]=1[C:22]([O:24][CH2:25][CH3:26])=[O:23].[NH:27]1[CH2:32][CH2:31][O:30][C@H:29]([CH2:33][OH:34])[CH2:28]1, predict the reaction product. The product is: [Cl:21][C:15]1[CH:16]=[C:17]([F:20])[CH:18]=[CH:19][C:14]=1[CH:5]1[C:4]([C:22]([O:24][CH2:25][CH3:26])=[O:23])=[C:3]([CH2:2][N:27]2[CH2:32][CH2:31][O:30][C@H:29]([CH2:33][OH:34])[CH2:28]2)[NH:8][C:7]([C:9]2[S:10][CH:11]=[CH:12][N:13]=2)=[N:6]1. (6) Given the reactants [CH3:1][O:2][C:3](=[O:13])[C:4]1[CH:9]=[C:8]([OH:10])[C:7]([Br:11])=[C:6]([OH:12])[CH:5]=1.Cl[CH2:15][C:16]([CH3:18])=[CH2:17], predict the reaction product. The product is: [CH3:1][O:2][C:3](=[O:13])[C:4]1[CH:9]=[C:8]([O:10][CH2:17][C:16]([CH3:18])=[CH2:15])[C:7]([Br:11])=[C:6]([OH:12])[CH:5]=1.